Dataset: Reaction yield outcomes from USPTO patents with 853,638 reactions. Task: Predict the reaction yield, written as a fraction of the theoretical maximum amount of product (1.0 means a 100% yield; for example, 0.34 means a 34% yield). (1) The reactants are [C:1]([C:5]1[CH:6]=[C:7]([CH2:22][OH:23])[C:8]([O:20][CH3:21])=[C:9]([NH:11][C:12](=[O:19])OCC(Cl)(Cl)Cl)[CH:10]=1)([CH3:4])([CH3:3])[CH3:2].[NH2:24][C@@H:25]1[CH2:33][C:32]2[C:27](=[CH:28][CH:29]=[CH:30][C:31]=2[F:34])[C@@H:26]1[OH:35].C(O)(=O)[C@@H]([C@H](C(O)=O)O)O. The product is [C:1]([C:5]1[CH:6]=[C:7]([CH2:22][OH:23])[C:8]([O:20][CH3:21])=[C:9]([NH:11][C:12]([NH:24][C@@H:25]2[CH2:33][C:32]3[C:27](=[CH:28][CH:29]=[CH:30][C:31]=3[F:34])[C@@H:26]2[OH:35])=[O:19])[CH:10]=1)([CH3:2])([CH3:3])[CH3:4]. The yield is 0.320. No catalyst specified. (2) The reactants are [N:1]1([CH2:10][O:11][C:12]2[CH:19]=[C:18]([O:20][CH3:21])[C:17]([C:22]3[S:23][CH:24]=[CH:25][CH:26]=3)=[CH:16][C:13]=2[CH:14]=O)[C:5]2[CH:6]=[CH:7][CH:8]=[CH:9][C:4]=2[N:3]=[N:2]1.[C:27]([C:30]1[CH:35]=[CH:34][C:33]([S:36]([NH2:39])(=[O:38])=[O:37])=[CH:32][CH:31]=1)(=[O:29])[CH3:28]. No catalyst specified. The product is [N:1]1([CH2:10][O:11][C:12]2[CH:19]=[C:18]([O:20][CH3:21])[C:17]([C:22]3[S:23][CH:24]=[CH:25][CH:26]=3)=[CH:16][C:13]=2/[CH:14]=[CH:28]/[C:27]([C:30]2[CH:31]=[CH:32][C:33]([S:36]([NH2:39])(=[O:38])=[O:37])=[CH:34][CH:35]=2)=[O:29])[C:5]2[CH:6]=[CH:7][CH:8]=[CH:9][C:4]=2[N:3]=[N:2]1. The yield is 0.560. (3) The reactants are [Cl:1][C:2]1[CH:7]=[C:6]([N+:8]([O-:10])=[O:9])[CH:5]=[C:4]([N+]([O-])=O)[CH:3]=1.[OH:14][CH2:15][C:16]1[CH:21]=[CH:20][C:19]([NH:22][C:23](=[O:25])[CH3:24])=[CH:18][CH:17]=1.C([O-])([O-])=O.[K+].[K+]. The catalyst is CN(C=O)C.O. The product is [Cl:1][C:2]1[CH:3]=[C:4]([CH:5]=[C:6]([N+:8]([O-:10])=[O:9])[CH:7]=1)[O:14][CH2:15][C:16]1[CH:17]=[CH:18][C:19]([NH:22][C:23](=[O:25])[CH3:24])=[CH:20][CH:21]=1. The yield is 0.300. (4) The reactants are FC(F)(F)C(O)=O.[CH3:8][C:9]1[CH:10]=[C:11]2[C:16](=[CH:17][CH:18]=1)[N:15]=[C:14]([NH2:19])[CH:13]=[N:12]2.C(N(CC)CC)C.[C:27](N1C=CC=CC1=O)(N1C=CC=CC1=O)=[S:28]. The catalyst is C(Cl)Cl. The product is [N:19]([C:14]1[CH:13]=[N:12][C:11]2[C:16](=[CH:17][CH:18]=[C:9]([CH3:8])[CH:10]=2)[N:15]=1)=[C:27]=[S:28]. The yield is 0.380.